This data is from Forward reaction prediction with 1.9M reactions from USPTO patents (1976-2016). The task is: Predict the product of the given reaction. (1) Given the reactants [CH2:1]([N:4]([CH2:12][C:13](N(OC)C)=[O:14])[C:5](=[O:11])[O:6][C:7]([CH3:10])([CH3:9])[CH3:8])[CH:2]=[CH2:3].[C:19]1([Mg]Br)[CH:24]=[CH:23][CH:22]=[CH:21][CH:20]=1, predict the reaction product. The product is: [CH2:1]([N:4]([CH2:12][C:13]([C:19]1[CH:24]=[CH:23][CH:22]=[CH:21][CH:20]=1)=[O:14])[C:5](=[O:11])[O:6][C:7]([CH3:8])([CH3:9])[CH3:10])[CH:2]=[CH2:3]. (2) Given the reactants Br[C:2]1[C:3]([N:9]2[CH2:14][CH2:13][O:12][CH2:11][C@H:10]2[C:15]([OH:17])=O)=[N:4][C:5](Cl)=[N:6][CH:7]=1.O[N:19]1[C:23]2[CH:24]=[CH:25][CH:26]=[CH:27][C:22]=2N=N1.Cl.[CH2:29](N=C=NCCCN(C)C)[CH3:30].[Cl:40][C:41]1[CH:46]=[CH:45][C:44]([C@@H:47]([NH2:49])[CH3:48])=[CH:43][CH:42]=1, predict the reaction product. The product is: [Cl:40][C:41]1[CH:46]=[CH:45][C:44]([C@@H:47]([N:49]2[C:15](=[O:17])[C@@H:10]3[CH2:11][O:12][CH2:13][CH2:14][N:9]3[C:3]3[N:4]=[C:5]([C:27]4[CH:26]=[CH:25][CH:24]=[C:23]5[C:22]=4[CH:29]=[CH:30][NH:19]5)[N:6]=[CH:7][C:2]2=3)[CH3:48])=[CH:43][CH:42]=1. (3) Given the reactants [Cl:1][C:2]1[CH:3]=[CH:4][C:5]([C:37]#[N:38])=[C:6]([C:8]2[C:13]([C:14]([F:17])([F:16])[F:15])=[CH:12][N:11]([CH:18]([CH3:35])[C:19]([NH:21][C:22]3[CH:34]=[CH:33][C:25]([C:26]([O:28]C(C)(C)C)=[O:27])=[CH:24][CH:23]=3)=[O:20])[C:10](=[O:36])[CH:9]=2)[CH:7]=1.C(O)(C(F)(F)F)=O, predict the reaction product. The product is: [Cl:1][C:2]1[CH:3]=[CH:4][C:5]([C:37]#[N:38])=[C:6]([C:8]2[C:13]([C:14]([F:17])([F:15])[F:16])=[CH:12][N:11]([CH:18]([CH3:35])[C:19]([NH:21][C:22]3[CH:23]=[CH:24][C:25]([C:26]([OH:28])=[O:27])=[CH:33][CH:34]=3)=[O:20])[C:10](=[O:36])[CH:9]=2)[CH:7]=1. (4) Given the reactants [Cl:1][C:2]1[CH:3]=[C:4]2[C:8](=[C:9]([Cl:11])[CH:10]=1)C(C#N)[CH2:6][CH2:5]2.[CH3:14][C:15]([OH:17])=[O:16], predict the reaction product. The product is: [Cl:1][C:2]1[CH:3]=[C:4]2[C:8](=[C:9]([Cl:11])[CH:10]=1)[CH:14]([C:15]([OH:17])=[O:16])[CH2:6][CH2:5]2. (5) Given the reactants [N+:1]([C:4]1[CH:11]=[C:10]([N+:12]([O-])=O)[CH:9]=[CH:8][C:5]=1[CH:6]=[O:7])([O-])=O.[N+](C1C([N+]([O-])=O)=C(C=CC=1)C=O)([O-])=O, predict the reaction product. The product is: [NH2:1][C:4]1[CH:11]=[C:10]([NH2:12])[CH:9]=[CH:8][C:5]=1[CH:6]=[O:7]. (6) Given the reactants [Cl:1][C:2]1[CH:7]=[CH:6][C:5]([NH:8][C:9]([N:11]2[CH2:16][CH2:15][C:14](=[O:17])[CH2:13][CH2:12]2)=[O:10])=[CH:4][CH:3]=1.[BH4-].[Na+].Cl, predict the reaction product. The product is: [Cl:1][C:2]1[CH:7]=[CH:6][C:5]([NH:8][C:9]([N:11]2[CH2:12][CH2:13][CH:14]([OH:17])[CH2:15][CH2:16]2)=[O:10])=[CH:4][CH:3]=1. (7) Given the reactants C([Li])CCC.CCN(C(C)C)C(C)C.[CH2:15]1[O:25][C:18]2([CH2:23][CH2:22][C:21](=[O:24])[CH2:20][CH2:19]2)[O:17][CH2:16]1.C1C=CC(N([S:33]([C:36]([F:39])([F:38])[F:37])(=[O:35])=[O:34])[S:33]([C:36]([F:39])([F:38])[F:37])(=[O:35])=[O:34])=CC=1, predict the reaction product. The product is: [O:25]1[C:18]2([CH2:19][CH2:20][C:21]([O:24][S:33]([C:36]([F:39])([F:38])[F:37])(=[O:35])=[O:34])=[CH:22][CH2:23]2)[O:17][CH2:16][CH2:15]1. (8) The product is: [F:8][C:4]1[CH:5]=[CH:6][CH:7]=[C:2]([F:1])[C:3]=1[N:9]1[C:13]([NH2:14])=[C:12]([N:16]=[O:17])[CH:11]=[N:10]1. Given the reactants [F:1][C:2]1[CH:7]=[CH:6][CH:5]=[C:4]([F:8])[C:3]=1[N:9]1[C:13]([NH2:14])=[CH:12][CH:11]=[N:10]1.Cl.[N:16](OCCC(C)C)=[O:17].[OH-].[NH4+], predict the reaction product. (9) Given the reactants [C:1]([O:5][C:6]([N:8]1[CH2:13][CH2:12][CH:11]([CH2:14][CH2:15][C:16]([N:18]2[CH2:23][CH2:22][CH2:21][C@@H:20]([C:24](=[O:39])[NH:25][C@H:26]([C:32]3[CH:33]=N[CH:35]=[C:36]([OH:38])[CH:37]=3)[CH2:27][C:28]([O:30][CH3:31])=[O:29])[CH2:19]2)=[O:17])[CH2:10][CH2:9]1)=[O:7])([CH3:4])([CH3:3])[CH3:2].[C:40](=O)([O-])[O-].[Cs+].[Cs+].[C:46]1([CH3:69])[CH:51]=[CH:50][C:49]([S:52]([O:55][CH2:56][CH2:57]OS(C2C=CC(C)=CC=2)(=O)=O)(=[O:54])=[O:53])=[CH:48][CH:47]=1, predict the reaction product. The product is: [CH3:31][O:30][C:28](=[O:29])[CH2:27][C@H:26]([NH:25][C:24]([C@@H:20]1[CH2:21][CH2:22][CH2:23][N:18]([C:16](=[O:17])[CH2:15][CH2:14][CH:11]2[CH2:10][CH2:9][N:8]([C:6]([O:5][C:1]([CH3:3])([CH3:2])[CH3:4])=[O:7])[CH2:13][CH2:12]2)[CH2:19]1)=[O:39])[C:32]1[CH:33]=[CH:40][CH:35]=[C:36]([O:38][CH2:57][CH2:56][O:55][S:52]([C:49]2[CH:48]=[CH:47][C:46]([CH3:69])=[CH:51][CH:50]=2)(=[O:53])=[O:54])[CH:37]=1. (10) Given the reactants [C:1]([C:3]1[CH:8]=[C:7]([CH3:9])[CH:6]=[CH:5][C:4]=1[C:10]1[CH:15]=[C:14]([OH:16])[CH:13]=[C:12]([C:17]([O:19][CH3:20])=[O:18])[CH:11]=1)#[N:2].C(=O)([O-])[O-].[K+].[K+].Br[C:28]1[S:29][CH:30]=[CH:31][N:32]=1.CS(C)=O, predict the reaction product. The product is: [C:1]([C:3]1[CH:8]=[C:7]([CH3:9])[CH:6]=[CH:5][C:4]=1[C:10]1[CH:15]=[C:14]([O:16][C:28]2[S:29][CH:30]=[CH:31][N:32]=2)[CH:13]=[C:12]([C:17]([O:19][CH3:20])=[O:18])[CH:11]=1)#[N:2].